From a dataset of Peptide-MHC class II binding affinity with 134,281 pairs from IEDB. Regression. Given a peptide amino acid sequence and an MHC pseudo amino acid sequence, predict their binding affinity value. This is MHC class II binding data. (1) The peptide sequence is RWQVVAPQLPDDLMI. The MHC is DRB1_0301 with pseudo-sequence DRB1_0301. The binding affinity (normalized) is 0.141. (2) The peptide sequence is WKVRLLPVPPTVTVF. The MHC is DRB1_0301 with pseudo-sequence DRB1_0301. The binding affinity (normalized) is 0.135. (3) The peptide sequence is PKFVKQNTLKGAT. The MHC is DRB1_1101 with pseudo-sequence DRB1_1101. The binding affinity (normalized) is 0.572. (4) The peptide sequence is NLGDSIVGYKEKSKFQDTHN. The MHC is DRB1_0701 with pseudo-sequence DRB1_0701. The binding affinity (normalized) is 0. (5) The peptide sequence is ANCLRKNGKKVIQLS. The MHC is DRB1_1501 with pseudo-sequence DRB1_1501. The binding affinity (normalized) is 0.435. (6) The peptide sequence is PANDKFTVFEAAFNN. The MHC is DRB1_0405 with pseudo-sequence DRB1_0405. The binding affinity (normalized) is 0.636. (7) The peptide sequence is LIGPTPVNIIGRNLLTQIGC. The MHC is DRB3_0101 with pseudo-sequence DRB3_0101. The binding affinity (normalized) is 0.359. (8) The peptide sequence is GELRIVDKIDAAFKI. The MHC is DRB1_0802 with pseudo-sequence DRB1_0802. The binding affinity (normalized) is 0.469. (9) The peptide sequence is RRMWASAQNISGAGW. The MHC is HLA-DPA10103-DPB10201 with pseudo-sequence HLA-DPA10103-DPB10201. The binding affinity (normalized) is 0.146. (10) The peptide sequence is GRKNGSFIIDGKSRK. The MHC is HLA-DQA10501-DQB10303 with pseudo-sequence HLA-DQA10501-DQB10303. The binding affinity (normalized) is 0.301.